Dataset: Full USPTO retrosynthesis dataset with 1.9M reactions from patents (1976-2016). Task: Predict the reactants needed to synthesize the given product. Given the product [CH2:20]([O:2][C:1](=[O:4])[NH:6][C:7]1[CH:12]=[CH:11][C:10]([CH2:13][OH:14])=[CH:9][CH:8]=1)[C:21]1[CH:26]=[CH:25][CH:24]=[CH:23][CH:22]=1, predict the reactants needed to synthesize it. The reactants are: [C:1](=[O:4])(O)[O-:2].[Na+].[NH2:6][C:7]1[CH:12]=[CH:11][C:10]([CH2:13][OH:14])=[CH:9][CH:8]=1.C1COCC1.[CH2:20](C(Cl)=O)[C:21]1[CH:26]=[CH:25][CH:24]=[CH:23][CH:22]=1.